Dataset: Forward reaction prediction with 1.9M reactions from USPTO patents (1976-2016). Task: Predict the product of the given reaction. (1) Given the reactants [CH2:1]([N:8]1[CH2:13][CH2:12][N:11](C(OC(C)(C)C)=O)[C@H:10]([CH:21]([O:26][Si](C)(C)C)[C:22]([F:25])([F:24])[F:23])[CH2:9]1)[C:2]1[CH:7]=[CH:6][CH:5]=[CH:4][CH:3]=1.C(O)(C(F)(F)F)=O.C(=O)([O-])O.[Na+].C(=O)([O-])[O-].[K+].[K+], predict the reaction product. The product is: [CH2:1]([N:8]1[CH2:13][CH2:12][NH:11][C@H:10]([CH:21]([OH:26])[C:22]([F:23])([F:25])[F:24])[CH2:9]1)[C:2]1[CH:7]=[CH:6][CH:5]=[CH:4][CH:3]=1. (2) Given the reactants [Cl:1][C:2]1[CH:3]=[C:4]([CH2:9][CH2:10][C:11]([OH:13])=[O:12])[CH:5]=[C:6]([F:8])[CH:7]=1.[CH3:14]O, predict the reaction product. The product is: [Cl:1][C:2]1[CH:3]=[C:4]([CH2:9][CH2:10][C:11]([O:13][CH3:14])=[O:12])[CH:5]=[C:6]([F:8])[CH:7]=1. (3) Given the reactants C(O[C:6]([N:8]1[CH2:17][CH2:16][C:15]2[C:10](=[CH:11][C:12]([CH2:18][CH2:19][N:20]3[C:25](=[O:26])[CH:24]=[C:23]([O:27][CH2:28][C:29]4[CH:34]=[CH:33][CH:32]=[CH:31][CH:30]=4)[CH:22]=[N:21]3)=[CH:13][CH:14]=2)[CH2:9]1)=O)(C)(C)C.C=O.C(O[BH-](OC(=O)C)OC(=O)C)(=O)C.[Na+].C([O-])([O-])=O.[Na+].[Na+], predict the reaction product. The product is: [CH2:28]([O:27][C:23]1[CH:22]=[N:21][N:20]([CH2:19][CH2:18][C:12]2[CH:11]=[C:10]3[C:15]([CH2:16][CH2:17][N:8]([CH3:6])[CH2:9]3)=[CH:14][CH:13]=2)[C:25](=[O:26])[CH:24]=1)[C:29]1[CH:30]=[CH:31][CH:32]=[CH:33][CH:34]=1. (4) Given the reactants C(OC([N:8]1[CH:17]([C:18]#[N:19])[CH2:16][CH2:15][C@H:9]1[C:10]([O:12][CH2:13][CH3:14])=[O:11])=O)(C)(C)C.[F:20][C:21]([F:26])([F:25])[C:22]([OH:24])=[O:23], predict the reaction product. The product is: [F:20][C:21]([F:26])([F:25])[C:22]([OH:24])=[O:23].[C:18]([CH:17]1[NH:8][C@H:9]([C:10]([O:12][CH2:13][CH3:14])=[O:11])[CH2:15][CH2:16]1)#[N:19]. (5) Given the reactants [C:1]([O:5][C:6]([N:8]1[CH2:13][CH2:12][N:11]([C:14]2[CH:19]=[CH:18][C:17]([NH:20][C:21]([NH:23][C:24]3[CH:29]=[C:28]([Cl:30])[CH:27]=[CH:26][C:25]=3[N+:31]([O-])=O)=[O:22])=[CH:16][CH:15]=2)[CH2:10][CH2:9]1)=[O:7])([CH3:4])([CH3:3])[CH3:2].[BH4-].[Na+], predict the reaction product. The product is: [C:1]([O:5][C:6]([N:8]1[CH2:13][CH2:12][N:11]([C:14]2[CH:15]=[CH:16][C:17]([NH:20][C:21]([NH:23][C:24]3[CH:29]=[C:28]([Cl:30])[CH:27]=[CH:26][C:25]=3[NH2:31])=[O:22])=[CH:18][CH:19]=2)[CH2:10][CH2:9]1)=[O:7])([CH3:4])([CH3:2])[CH3:3].